Predict the reactants needed to synthesize the given product. From a dataset of Full USPTO retrosynthesis dataset with 1.9M reactions from patents (1976-2016). (1) Given the product [CH3:1][C:2]1[CH:7]=[CH:6][C:5]([NH:8][S:9]([CH3:12])(=[O:10])=[O:11])=[CH:4][C:3]=1[C:13]1[C:21]2[C:20]([NH:22][C@H:23]([C:25]3[N:30]([C:31]4[CH:36]=[CH:35][CH:34]=[CH:33][CH:32]=4)[C:29](=[O:37])[C:28]4=[C:38]([CH3:41])[CH:39]=[CH:40][N:27]4[N:26]=3)[CH3:24])=[N:19][CH:18]=[N:17][C:16]=2[NH:15][CH:14]=1, predict the reactants needed to synthesize it. The reactants are: [CH3:1][C:2]1[CH:7]=[CH:6][C:5]([NH:8][S:9]([CH3:12])(=[O:11])=[O:10])=[CH:4][C:3]=1[C:13]1[C:21]2[C:20]([NH:22][C@H:23]([C:25]3[N:30]([C:31]4[CH:36]=[CH:35][CH:34]=[CH:33][CH:32]=4)[C:29](=[O:37])[C:28]4=[C:38]([CH3:41])[CH:39]=[CH:40][N:27]4[N:26]=3)[CH3:24])=[N:19][CH:18]=[N:17][C:16]=2[N:15](COCC[Si](C)(C)C)[CH:14]=1.FC(F)(F)C(O)=O.N. (2) Given the product [CH:11]([C:10]1[C:3]2[C:4](=[N:5][CH:6]=[CH:7][C:2]=2[C:19]2[CH:20]=[N:21][C:16]([O:15][CH3:14])=[CH:17][CH:18]=2)[NH:8][N:9]=1)([CH3:13])[CH3:12], predict the reactants needed to synthesize it. The reactants are: Cl[C:2]1[CH:7]=[CH:6][N:5]=[C:4]2[NH:8][N:9]=[C:10]([CH:11]([CH3:13])[CH3:12])[C:3]=12.[CH3:14][O:15][C:16]1[N:21]=[CH:20][C:19](B(O)O)=[CH:18][CH:17]=1.C(C1C2C(=NC=CC=2C2C=CSC=2)NN=1)(C)C.